This data is from Catalyst prediction with 721,799 reactions and 888 catalyst types from USPTO. The task is: Predict which catalyst facilitates the given reaction. (1) Product: [C:2]([O:6][C:7]([N:9]1[CH2:15][CH2:14][CH2:13][N:12]([C:16]2[N:17]([CH2:27][C:26]([F:37])([F:36])[F:25])[C:18]3[CH:24]=[CH:23][CH:22]=[CH:21][C:19]=3[N:20]=2)[CH2:11][CH2:10]1)=[O:8])([CH3:5])([CH3:3])[CH3:4]. Reactant: [Na].[C:2]([O:6][C:7]([N:9]1[CH2:15][CH2:14][CH2:13][N:12]([C:16]2[NH:20][C:19]3[CH:21]=[CH:22][CH:23]=[CH:24][C:18]=3[N:17]=2)[CH2:11][CH2:10]1)=[O:8])([CH3:5])([CH3:4])[CH3:3].[F:25][C:26]([F:37])([F:36])[CH2:27]OS(C(F)(F)F)(=O)=O. The catalyst class is: 9. (2) Reactant: [C:1]([C:3]1[CH:8]=[C:7]([F:9])[CH:6]=[CH:5][C:4]=1[CH2:10][C:11]([OH:13])=O)#[CH:2].C(Cl)(=O)C(Cl)=O.CN(C=O)C.[Pb](SC#N)[S:26][C:27]#[N:28]. Product: [C:1]([C:3]1[CH:8]=[C:7]([F:9])[CH:6]=[CH:5][C:4]=1[CH2:10][C:11]([N:28]=[C:27]=[S:26])=[O:13])#[CH:2]. The catalyst class is: 4. (3) Reactant: Br[C:2]1[CH:3]=[C:4]([CH:13]=[CH:14][CH:15]=1)[CH2:5][N:6]1[CH2:11][CH2:10][NH:9][C:8](=[O:12])[CH2:7]1.[B:16]1([B:16]2[O:20][C:19]([CH3:22])([CH3:21])[C:18]([CH3:24])([CH3:23])[O:17]2)[O:20][C:19]([CH3:22])([CH3:21])[C:18]([CH3:24])([CH3:23])[O:17]1.C([O-])(=O)C.[K+]. Product: [CH3:23][C:18]1([CH3:24])[C:19]([CH3:22])([CH3:21])[O:20][B:16]([C:2]2[CH:3]=[C:4]([CH:13]=[CH:14][CH:15]=2)[CH2:5][N:6]2[CH2:11][CH2:10][NH:9][C:8](=[O:12])[CH2:7]2)[O:17]1. The catalyst class is: 151. (4) Reactant: [O:1]=[C:2]1[CH2:5][CH:4]([CH2:6][CH2:7][C:8]([OH:10])=O)[CH2:3]1.[C:11]([C:15]1[CH:21]=[CH:20][C:18]([NH2:19])=[C:17]([N+:22]([O-:24])=[O:23])[CH:16]=1)([CH3:14])([CH3:13])[CH3:12].N1C=CC=CC=1.C(P1(=O)OP(CCC)(=O)OP(CCC)(=O)O1)CC. Product: [C:11]([C:15]1[CH:21]=[CH:20][C:18]([NH:19][C:8](=[O:10])[CH2:7][CH2:6][CH:4]2[CH2:3][C:2](=[O:1])[CH2:5]2)=[C:17]([N+:22]([O-:24])=[O:23])[CH:16]=1)([CH3:14])([CH3:12])[CH3:13]. The catalyst class is: 225. (5) Reactant: [S:1]1[C:5]2=[N:6][CH:7]=[CH:8][N:4]2[C:3]([NH:9][CH2:10][CH2:11][CH2:12][CH2:13][CH2:14][CH2:15][NH:16][S:17]([C:20]2[C:29]3[C:24](=[CH:25][CH:26]=[CH:27][CH:28]=3)[CH:23]=[CH:22][CH:21]=2)(=[O:19])=[O:18])=[N:2]1.IC.[C:32](=O)([O-])[O-].[K+].[K+]. Product: [S:1]1[C:5]2=[N:6][CH:7]=[CH:8][N:4]2[C:3]([NH:9][CH2:10][CH2:11][CH2:12][CH2:13][CH2:14][CH2:15][N:16]([CH3:32])[S:17]([C:20]2[C:29]3[C:24](=[CH:25][CH:26]=[CH:27][CH:28]=3)[CH:23]=[CH:22][CH:21]=2)(=[O:19])=[O:18])=[N:2]1. The catalyst class is: 21. (6) Reactant: [NH2:1][C:2]1[C:15]2[C:6](=[CH:7][C:8]3[C:9]4[C:14]=2[C:13](=[O:16])[N:12]([CH2:17][CH2:18][N:19]([CH3:21])[CH3:20])[C:11](=[O:22])[C:10]=4[CH:23]=[CH:24][CH:25]=3)[CH:5]=[CH:4][CH:3]=1.C(N(CC)CC)C.Cl[C:34]([O:36][CH2:37][CH2:38][CH2:39][CH2:40][CH2:41][CH2:42][CH2:43][CH3:44])=[O:35].C(Cl)Cl.CO. Product: [CH3:21][N:19]([CH3:20])[CH2:18][CH2:17][N:12]1[C:11](=[O:22])[C:10]2[CH:23]=[CH:24][CH:25]=[C:8]3[C:9]=2[C:14](=[C:15]2[C:2]([NH:1][C:34](=[O:35])[O:36][CH2:37][CH2:38][CH2:39][CH2:40][CH2:41][CH2:42][CH2:43][CH3:44])=[CH:3][CH:4]=[CH:5][C:6]2=[CH:7]3)[C:13]1=[O:16]. The catalyst class is: 4. (7) Reactant: [CH2:1]([O:3][C:4]1[C:8]([CH2:9][CH2:10][OH:11])=[CH:7][N:6]([C:12]2[CH:17]=[CH:16][C:15]([C:18]([F:21])([F:20])[F:19])=[CH:14][N:13]=2)[N:5]=1)[CH3:2].O[C:23]1[CH:24]=[C:25]([CH:34]=[CH:35][CH:36]=1)[O:26][C:27]([CH3:33])([CH3:32])[C:28]([O:30]C)=[O:29].C(P(CCCC)CCCC)CCC.N(C(N1CCCCC1)=O)=NC(N1CCCCC1)=O. Product: [CH2:1]([O:3][C:4]1[C:8]([CH2:9][CH2:10][O:11][C:23]2[CH:24]=[C:25]([CH:34]=[CH:35][CH:36]=2)[O:26][C:27]([CH3:33])([CH3:32])[C:28]([OH:30])=[O:29])=[CH:7][N:6]([C:12]2[CH:17]=[CH:16][C:15]([C:18]([F:20])([F:19])[F:21])=[CH:14][N:13]=2)[N:5]=1)[CH3:2]. The catalyst class is: 7.